Task: Predict the reactants needed to synthesize the given product.. Dataset: Full USPTO retrosynthesis dataset with 1.9M reactions from patents (1976-2016) (1) Given the product [C:4]([O:43][C:40](=[O:42])[NH:17][C:13]1([C:10]2[CH:11]=[CH:12][C:7]([C:5]3[N:44]=[C:36]4[CH2:37][O:32][CH2:33][C:34](=[O:39])[C:35]4=[CH:3][C:4]=3[C:25]3[CH:26]=[CH:27][CH:28]=[CH:29][CH:30]=3)=[CH:8][CH:9]=2)[CH2:16][CH2:15][CH2:14]1)([CH3:25])([CH3:5])[CH3:3], predict the reactants needed to synthesize it. The reactants are: CN(C)/[CH:3]=[C:4](\[C:25]1[CH:30]=[CH:29][CH:28]=[CH:27][CH:26]=1)/[C:5]([C:7]1[CH:12]=[CH:11][C:10]([C:13]2([NH:17]C(=O)OC(C)(C)C)[CH2:16][CH2:15][CH2:14]2)=[CH:9][CH:8]=1)=O.[O:32]1[CH2:37][C:36](=O)[CH2:35][C:34](=[O:39])[CH2:33]1.[C:40]([O-:43])(=[O:42])C.[NH4+:44]. (2) Given the product [CH3:20][O:19][C:14]1[CH:15]=[CH:16][CH:17]=[CH:18][C:13]=1[NH:12][C:4]1[N:3]=[C:2]([NH:21][C:22]2[CH:23]=[CH:24][C:25]([CH:33]3[CH2:34][CH2:35][CH:36]([P:39](=[O:46])([O:43][CH2:44][CH3:45])[O:40][CH2:41][CH3:42])[CH2:37][CH2:38]3)=[C:26]3[C:30]=2[C:29](=[O:31])[N:28]([CH3:32])[CH2:27]3)[C:7]([C:8]([F:11])([F:10])[F:9])=[CH:6][N:5]=1, predict the reactants needed to synthesize it. The reactants are: Cl[C:2]1[C:7]([C:8]([F:11])([F:10])[F:9])=[CH:6][N:5]=[C:4]([NH:12][C:13]2[CH:18]=[CH:17][CH:16]=[CH:15][C:14]=2[O:19][CH3:20])[N:3]=1.[NH2:21][C:22]1[CH:23]=[CH:24][C:25]([CH:33]2[CH2:38][CH2:37][CH:36]([P:39](=[O:46])([O:43][CH2:44][CH3:45])[O:40][CH2:41][CH3:42])[CH2:35][CH2:34]2)=[C:26]2[C:30]=1[C:29](=[O:31])[N:28]([CH3:32])[CH2:27]2. (3) The reactants are: [C:1]([O:5][C:6]([C:8]1[N:9]([C:35]2[CH:39]=[CH:38][S:37][CH:36]=2)[C:10]2[C:15]([C:16]=1[NH:17][C:18]([NH:20][C:21]1[C:25]([C:26]([O:28]C)=O)=[CH:24][S:23][CH:22]=1)=[O:19])=[C:14]([CH3:30])[C:13]([C:31]([F:34])([F:33])[F:32])=[CH:12][CH:11]=2)=[O:7])([CH3:4])([CH3:3])[CH3:2].C[O-].[Na+].C(OCC)(=O)C. Given the product [C:1]([O:5][C:6]([C:8]1[N:9]([C:35]2[CH:39]=[CH:38][S:37][CH:36]=2)[C:10]2[C:15]([C:16]=1[N:17]1[C:26](=[O:28])[C:25]3=[CH:24][S:23][CH:22]=[C:21]3[NH:20][C:18]1=[O:19])=[C:14]([CH3:30])[C:13]([C:31]([F:34])([F:32])[F:33])=[CH:12][CH:11]=2)=[O:7])([CH3:4])([CH3:2])[CH3:3], predict the reactants needed to synthesize it. (4) Given the product [Cl:14][C:15]1[CH:16]=[C:17]([C:2]2[CH:3]=[C:4]3[C:8](=[CH:9][CH:10]=2)[NH:7][C:6](=[O:11])[C:5]3([CH3:13])[CH3:12])[CH:18]=[CH:19][C:20]=1[F:21], predict the reactants needed to synthesize it. The reactants are: Br[C:2]1[CH:3]=[C:4]2[C:8](=[CH:9][CH:10]=1)[NH:7][C:6](=[O:11])[C:5]2([CH3:13])[CH3:12].[Cl:14][C:15]1[CH:16]=[C:17](B(O)O)[CH:18]=[CH:19][C:20]=1[F:21].C(=O)([O-])[O-].[K+].[K+].[Cl-].[NH4+].